This data is from Full USPTO retrosynthesis dataset with 1.9M reactions from patents (1976-2016). The task is: Predict the reactants needed to synthesize the given product. (1) Given the product [CH3:10][O:9][C:7](=[O:8])[C:6]1[CH:13]=[C:2]([Cl:1])[CH:3]=[CH:4][C:5]=1[NH2:11], predict the reactants needed to synthesize it. The reactants are: [Cl:1][C:2]1[CH:13]=[C:6]2[C:7]([O:9][C:10](=O)[NH:11][C:5]2=[CH:4][CH:3]=1)=[O:8]. (2) The reactants are: [NH:1]1[C:5]2[CH:6]=[CH:7][C:8]([C:10]([OH:12])=[O:11])=[CH:9][C:4]=2[N:3]=[N:2]1.S(=O)(=O)(O)O.[CH2:18](O)[CH3:19]. Given the product [CH2:18]([O:11][C:10]([C:8]1[CH:7]=[CH:6][C:5]2[NH:1][N:2]=[N:3][C:4]=2[CH:9]=1)=[O:12])[CH3:19], predict the reactants needed to synthesize it. (3) Given the product [Cl:1][C:2]1[CH:7]=[C:6]([CH:5]=[CH:4][C:3]=1[CH:9]([CH3:28])[C:10]([OH:15])([C:16]1[CH:17]=[CH:18][C:19]2[O:24][CH2:23][C:22](=[O:25])[N:21]([CH3:26])[C:20]=2[CH:27]=1)[C:11]([F:12])([F:13])[F:14])[O:8][C:30]1[CH:37]=[CH:36][C:33]([CH:34]=[O:35])=[C:32]([C:38]([F:39])([F:41])[F:40])[CH:31]=1, predict the reactants needed to synthesize it. The reactants are: [Cl:1][C:2]1[CH:7]=[C:6]([OH:8])[CH:5]=[CH:4][C:3]=1[CH:9]([CH3:28])[C:10]([C:16]1[CH:17]=[CH:18][C:19]2[O:24][CH2:23][C:22](=[O:25])[N:21]([CH3:26])[C:20]=2[CH:27]=1)([OH:15])[C:11]([F:14])([F:13])[F:12].F[C:30]1[CH:37]=[CH:36][C:33]([CH:34]=[O:35])=[C:32]([C:38]([F:41])([F:40])[F:39])[CH:31]=1.C(=O)([O-])[O-].[Cs+].[Cs+].